From a dataset of Reaction yield outcomes from USPTO patents with 853,638 reactions. Predict the reaction yield, written as a fraction of the theoretical maximum amount of product (1.0 means a 100% yield; for example, 0.34 means a 34% yield). (1) The reactants are F[C:2]1[CH:7]=[CH:6][C:5]([N+:8]([O-:10])=[O:9])=[CH:4][C:3]=1[C:11]([F:14])([F:13])[F:12].[F:15][C@H:16]1[C@H:21]([OH:22])[CH2:20][CH2:19][N:18]([C:23]([O:25][C:26]([CH3:29])([CH3:28])[CH3:27])=[O:24])[CH2:17]1.CC([O-])(C)C.[K+]. The catalyst is C1COCC1. The product is [F:15][C@H:16]1[C@H:21]([O:22][C:2]2[CH:7]=[CH:6][C:5]([N+:8]([O-:10])=[O:9])=[CH:4][C:3]=2[C:11]([F:14])([F:13])[F:12])[CH2:20][CH2:19][N:18]([C:23]([O:25][C:26]([CH3:29])([CH3:28])[CH3:27])=[O:24])[CH2:17]1. The yield is 0.720. (2) The reactants are Cl[C:2]1[C:3]([C:13]([O:15][CH2:16][CH3:17])=[O:14])=[N:4][C:5]2[C:10]([N:11]=1)=[CH:9][CH:8]=[C:7]([F:12])[CH:6]=2.[CH2:18](B(O)O)[CH3:19].C(=O)([O-])[O-].[K+].[K+]. The catalyst is O1CCOCC1.C1C=CC(P(C2C=CC=CC=2)[C-]2C=CC=C2)=CC=1.C1C=CC(P(C2C=CC=CC=2)[C-]2C=CC=C2)=CC=1.Cl[Pd]Cl.[Fe+2]. The product is [CH2:18]([C:2]1[C:3]([C:13]([O:15][CH2:16][CH3:17])=[O:14])=[N:4][C:5]2[C:10]([N:11]=1)=[CH:9][CH:8]=[C:7]([F:12])[CH:6]=2)[CH3:19]. The yield is 0.680. (3) The reactants are [F:1][C:2]([F:13])([F:12])[O:3][C:4]1[CH:5]=[C:6]([CH2:10][NH2:11])[CH:7]=[CH:8][CH:9]=1.[F:14][C:15]([F:20])([F:19])[CH:16]1[O:18][CH2:17]1. No catalyst specified. The product is [F:1][C:2]([F:12])([F:13])[O:3][C:4]1[CH:5]=[C:6]([CH2:10][NH:11][CH2:17][CH:16]([OH:18])[C:15]([F:20])([F:19])[F:14])[CH:7]=[CH:8][CH:9]=1. The yield is 0.370. (4) The reactants are [CH3:1][C:2]1[CH:3]=[C:4]([CH:11]=[O:12])[CH:5]=[C:6]2[C:10]=1[NH:9][N:8]=[CH:7]2.CN(C1CCCCC1)C1CCCCC1.[CH3:27][O:28][CH2:29]Cl. The catalyst is O1CCCC1.C(OCC)(=O)C. The product is [CH3:27][O:28][CH2:29][N:8]1[CH:7]=[C:6]2[C:10]([C:2]([CH3:1])=[CH:3][C:4]([CH:11]=[O:12])=[CH:5]2)=[N:9]1. The yield is 0.580. (5) The reactants are [C:1]([C:5]1[CH:12]=[CH:11][C:8]([CH:9]=O)=[CH:7][CH:6]=1)([O:3][CH3:4])=[O:2].[CH3:13][C:14]([CH3:16])=[O:15].[OH-:17].[Na+]. The catalyst is CO.O. The product is [C:1]([C:5]1[CH:12]=[CH:11][C:8]([CH:9]=[CH:13][C:14](=[O:15])[CH:16]=[CH:9][C:8]2[CH:11]=[CH:12][C:5]([C:1]([O:3][CH3:4])=[O:17])=[CH:6][CH:7]=2)=[CH:7][CH:6]=1)([O:3][CH3:4])=[O:2]. The yield is 0.440.